From a dataset of Experimentally validated miRNA-target interactions with 360,000+ pairs, plus equal number of negative samples. Binary Classification. Given a miRNA mature sequence and a target amino acid sequence, predict their likelihood of interaction. Result: 0 (no interaction). The miRNA is mmu-miR-450b-3p with sequence AUUGGGAACAUUUUGCAUGCAU. The protein sequence of the target gene is MAEMAELCELYEESNELQMDVLPGEGYMEVGRGARGPAPEEGPMEEEAGPAAARAQRGLFPEAGADLEGDEFDDWEDDYEFPEEERWSGAMHRVSAALEEANKVFLRTARAGDALDGGFQARCEKSPFDQLAFIEELFSLMVVNRLTEELGCDEIIDRELMLTREEETT.